The task is: Predict the product of the given reaction.. This data is from Forward reaction prediction with 1.9M reactions from USPTO patents (1976-2016). Given the reactants [CH3:1][O:2][C:3](=[O:17])[C:4]([NH2:16])([CH3:15])[CH2:5][C:6]1[C:14]2[C:9](=[CH:10][CH:11]=[CH:12][CH:13]=2)[NH:8][CH:7]=1.[OH:18][C:19]1[CH:20]=[C:21]([CH:24]=[CH:25][CH:26]=1)[CH:22]=O.FC(F)(F)C(O)=O, predict the reaction product. The product is: [CH3:1][O:2][C:3]([C:4]1([CH3:15])[CH2:5][C:6]2[C:14]3[C:9](=[CH:10][CH:11]=[CH:12][CH:13]=3)[NH:8][C:7]=2[CH:22]([C:21]2[CH:24]=[CH:25][CH:26]=[C:19]([OH:18])[CH:20]=2)[NH:16]1)=[O:17].